From a dataset of Full USPTO retrosynthesis dataset with 1.9M reactions from patents (1976-2016). Predict the reactants needed to synthesize the given product. (1) Given the product [C:17]([NH:16][C:14]1[CH:13]=[CH:12][C:11]2[CH2:5][CH2:6][N:7]([C:20]([O:22][C:56]([CH3:62])([CH3:61])[CH3:57])=[O:21])[CH2:8][CH2:9][C:10]=2[CH:15]=1)(=[S:32])[CH3:18], predict the reactants needed to synthesize it. The reactants are: CC([CH:5]1[C:11]2[CH:12]=[CH:13][C:14]([NH:16][C:17](=O)[CH3:18])=[CH:15][C:10]=2[CH2:9][CH2:8][N:7]([C:20]([O-:22])=[O:21])[CH2:6]1)(C)C.COC1C=CC(P2(SP(C3C=CC(OC)=CC=3)(=S)S2)=[S:32])=CC=1.C(OCC)(=O)C.C([O-])(O)=O.[Na+].[C:56]1([CH3:62])[CH:61]=CC=C[CH:57]=1. (2) Given the product [Br:2][C:3]1[N:4]=[C:5]([Br:13])[N:6]2[CH:11]=[CH:10][N:9]=[C:8]([NH2:1])[C:7]=12, predict the reactants needed to synthesize it. The reactants are: [NH3:1].[Br:2][C:3]1[N:4]=[C:5]([Br:13])[N:6]2[CH:11]=[CH:10][N:9]=[C:8](Cl)[C:7]=12.CC(O)CC. (3) Given the product [F:9][C:10]1[CH:15]=[C:14]([C:16]([F:19])([F:18])[F:17])[C:13]([C:20]2[CH:25]=[CH:24][N:23]=[C:22]([C:26](=[N:7][OH:8])[NH2:27])[CH:21]=2)=[CH:12][CH:11]=1, predict the reactants needed to synthesize it. The reactants are: C(=O)([O-])O.[Na+].Cl.[NH2:7][OH:8].[F:9][C:10]1[CH:15]=[C:14]([C:16]([F:19])([F:18])[F:17])[C:13]([C:20]2[CH:25]=[CH:24][N:23]=[C:22]([C:26]#[N:27])[CH:21]=2)=[CH:12][CH:11]=1. (4) The reactants are: [Br:1][C:2]1[CH:7]=[C:6]([O:8][CH3:9])[C:5]([O:10][CH:11]([CH3:13])[CH3:12])=[CH:4][C:3]=1[CH2:14][CH2:15]I.C(=O)([O-])[O-].[K+].[K+].[CH3:23][O:24][C:25](=[O:31])[CH2:26][C:27]([O:29][CH3:30])=[O:28]. Given the product [CH3:23][O:24][C:25](=[O:31])[CH:26]([CH2:15][CH2:14][C:3]1[CH:4]=[C:5]([O:10][CH:11]([CH3:13])[CH3:12])[C:6]([O:8][CH3:9])=[CH:7][C:2]=1[Br:1])[C:27]([O:29][CH3:30])=[O:28], predict the reactants needed to synthesize it. (5) Given the product [C:25]([O:24][C:22]([N:17]1[C@H:16]([CH2:29][F:30])[C@@H:15]([C:12]2[CH:11]=[CH:10][C:9]([C:7]3[O:39][N:38]=[C:32]([C:33]([O:35][CH2:36][CH3:37])=[O:34])[CH:8]=3)=[CH:14][CH:13]=2)[O:19][C:18]1([CH3:21])[CH3:20])=[O:23])([CH3:28])([CH3:27])[CH3:26], predict the reactants needed to synthesize it. The reactants are: C(OCC)(=O)C.[C:7]([C:9]1[CH:14]=[CH:13][C:12]([C@H:15]2[O:19][C:18]([CH3:21])([CH3:20])[N:17]([C:22]([O:24][C:25]([CH3:28])([CH3:27])[CH3:26])=[O:23])[C@@H:16]2[CH2:29][F:30])=[CH:11][CH:10]=1)#[CH:8].Cl/[C:32](=[N:38]/[OH:39])/[C:33]([O:35][CH2:36][CH3:37])=[O:34].C(=O)([O-])O.[Na+].